Task: Predict the reaction yield, written as a fraction of the theoretical maximum amount of product (1.0 means a 100% yield; for example, 0.34 means a 34% yield).. Dataset: Reaction yield outcomes from USPTO patents with 853,638 reactions (1) The yield is 0.382. The product is [CH3:20][C@:17]12[C@@:16]3([CH3:21])[C@@H:7]([C@:8]4([CH3:34])[C@@H:13]([CH2:14][CH2:15]3)[C:12]([CH3:22])([CH3:23])[C:11]([C:24]3[CH2:29][CH2:28][C:27]([C:30]([O:32][CH3:33])=[O:31])=[CH:26][CH:25]=3)=[CH:10][CH2:9]4)[CH2:6][CH2:5][C@@H:4]1[C@H:3]1[C@H:35]([C:38]([CH3:40])=[CH2:39])[CH2:36][CH2:37][C@:2]1([NH:1][CH2:42][CH2:41][S:43]([C:46]1[CH:51]=[CH:50][CH:49]=[CH:48][CH:47]=1)(=[O:44])=[O:45])[CH2:19][CH2:18]2. The catalyst is C1(C)C=CC=CC=1. The reactants are [NH2:1][C@:2]12[CH2:37][CH2:36][C@@H:35]([C:38]([CH3:40])=[CH2:39])[C@@H:3]1[C@@H:4]1[C@@:17]([CH3:20])([CH2:18][CH2:19]2)[C@@:16]2([CH3:21])[C@@H:7]([C@:8]3([CH3:34])[C@@H:13]([CH2:14][CH2:15]2)[C:12]([CH3:23])([CH3:22])[C:11]([C:24]2[CH2:29][CH2:28][C:27]([C:30]([O:32][CH3:33])=[O:31])=[CH:26][CH:25]=2)=[CH:10][CH2:9]3)[CH2:6][CH2:5]1.[CH:41]([S:43]([C:46]1[CH:51]=[CH:50][CH:49]=[CH:48][CH:47]=1)(=[O:45])=[O:44])=[CH2:42]. (2) The reactants are [Si]([O:8][C@@H:9]([CH3:37])[C@H:10]([C:22]1[O:26][C:25]([C:27]2[CH:32]=[CH:31][C:30]([NH:33][C:34](=[O:36])[CH3:35])=[CH:29][CH:28]=2)=[N:24][N:23]=1)[NH:11][C:12]1[CH:17]=[CH:16][C:15]([C:18]#[N:19])=[C:14]([Cl:20])[C:13]=1[CH3:21])(C(C)(C)C)(C)C.CCCC[N+](CCCC)(CCCC)CCCC.[F-]. The product is [Cl:20][C:14]1[C:13]([CH3:21])=[C:12]([NH:11][C@@H:10]([C:22]2[O:26][C:25]([C:27]3[CH:28]=[CH:29][C:30]([NH:33][C:34](=[O:36])[CH3:35])=[CH:31][CH:32]=3)=[N:24][N:23]=2)[C@@H:9]([OH:8])[CH3:37])[CH:17]=[CH:16][C:15]=1[C:18]#[N:19]. The catalyst is C1COCC1. The yield is 0.880. (3) The reactants are C[O-].[Na+].[CH3:4][O:5][C:6]1[CH:11]=[CH:10][C:9]([CH2:12][C:13]#[N:14])=[CH:8][CH:7]=1.[N:15]([C:18]1[CH:23]=[CH:22][C:21]([C:24]([F:27])([F:26])[F:25])=[CH:20][C:19]=1[F:28])=[N+:16]=[N-:17]. The catalyst is CO. The product is [F:28][C:19]1[CH:20]=[C:21]([C:24]([F:26])([F:27])[F:25])[CH:22]=[CH:23][C:18]=1[N:15]1[C:13]([NH2:14])=[C:12]([C:9]2[CH:10]=[CH:11][C:6]([O:5][CH3:4])=[CH:7][CH:8]=2)[N:17]=[N:16]1. The yield is 0.0150. (4) The reactants are C([O:8][C:9]1[N:10]=[N:11][C:12]([C:23]#[C:24][C:25]2[CH:26]=[N:27][C:28]([C:31]([F:34])([F:33])[F:32])=[CH:29][CH:30]=2)=[CH:13][C:14]=1[O:15]CC1C=CC=CC=1)C1C=CC=CC=1. The catalyst is CO.O1CCCC1. The product is [OH:15][C:14]1[C:9](=[O:8])[NH:10][N:11]=[C:12]([CH2:23][CH2:24][C:25]2[CH:26]=[N:27][C:28]([C:31]([F:32])([F:33])[F:34])=[CH:29][CH:30]=2)[CH:13]=1. The yield is 0.260. (5) The reactants are C(O)C.[NH2:4][NH2:5].[C:6](/[N:8]=[C:9](\SC)/[NH:10][C:11]1[CH:16]=[C:15]([Cl:17])[C:14]([S:18][C:19]2[CH:24]=[CH:23][C:22]([O:25][CH3:26])=[CH:21][CH:20]=2)=C(Cl)[CH:12]=1)#[N:7].[OH-].[NH4+].CO.Cl[CH2:35][Cl:36]. No catalyst specified. The product is [Cl:17][C:15]1[CH:16]=[C:11]([NH:10][C:9]2[N:8]=[C:6]([NH2:7])[NH:5][N:4]=2)[CH:12]=[C:35]([Cl:36])[C:14]=1[S:18][C:19]1[CH:20]=[CH:21][C:22]([O:25][CH3:26])=[CH:23][CH:24]=1. The yield is 0.860. (6) The reactants are [CH3:1][N:2]1[C:11](=[O:12])[C:10]2[C:5](=[CH:6][C:7]([C:13]([O:15][CH3:16])=[O:14])=[CH:8][CH:9]=2)[NH:4][C:3]1=O.P(Cl)(Cl)([Cl:20])=O.C(N(CC)C1C=CC=CC=1)C.P(Cl)(Cl)(Cl)(Cl)Cl. No catalyst specified. The product is [Cl:20][C:3]1[N:2]([CH3:1])[C:11](=[O:12])[C:10]2[C:5](=[CH:6][C:7]([C:13]([O:15][CH3:16])=[O:14])=[CH:8][CH:9]=2)[N:4]=1. The yield is 0.230. (7) The catalyst is CS(C)=O.C(OCC)C. The product is [CH:14]1([C:18]2[C:19]([C:20]([O:22][CH2:23][CH3:24])=[O:21])=[CH:10][NH:11][CH:12]=2)[CH2:15][CH2:16][CH2:17]1. The yield is 0.670. The reactants are C1(C)C(S([CH2:10][N+:11]#[C-:12])(=O)=O)=CC=CC=1.[CH:14]1([CH:18]=[CH:19][C:20]([O:22][CH2:23][CH3:24])=[O:21])[CH2:17][CH2:16][CH2:15]1.[H-].[Na+]. (8) The reactants are Cl.[CH2:2]([O:4][C:5](=[O:33])[C:6]([C:8]1[C:9]([C:22]2[CH:27]=[CH:26][C:25]([CH3:28])=[CH:24][C:23]=2[O:29][CH2:30][CH:31]=[CH2:32])=[C:10]2[C:17]3[CH2:18][CH2:19][CH2:20][CH2:21][C:16]=3[S:15][C:11]2=[N:12][C:13]=1[CH3:14])=[O:7])[CH3:3].[BH4-].[Na+]. The catalyst is C(O)C. The product is [CH2:2]([O:4][C:5](=[O:33])[CH:6]([C:8]1[C:9]([C:22]2[CH:27]=[CH:26][C:25]([CH3:28])=[CH:24][C:23]=2[O:29][CH2:30][CH:31]=[CH2:32])=[C:10]2[C:17]3[CH2:18][CH2:19][CH2:20][CH2:21][C:16]=3[S:15][C:11]2=[N:12][C:13]=1[CH3:14])[OH:7])[CH3:3]. The yield is 0.910. (9) The reactants are Cl.[Br:2][C:3]1[CH:4]=[C:5]([NH:9][NH2:10])[CH:6]=[CH:7][CH:8]=1.[C:11](/[CH:13]=[C:14](\[O-])/[C:15]([O:17][CH2:18][CH3:19])=[O:16])#[N:12].[K+]. The catalyst is C(O)C. The product is [NH2:12][C:11]1[N:9]([C:5]2[CH:6]=[CH:7][CH:8]=[C:3]([Br:2])[CH:4]=2)[N:10]=[C:14]([C:15]([O:17][CH2:18][CH3:19])=[O:16])[CH:13]=1. The yield is 0.770. (10) The reactants are [F:1][C:2]1[CH:10]=[CH:9][C:8]([Cl:11])=[CH:7][C:3]=1[C:4]([OH:6])=O.CCN=C=NCCCN(C)C.C1C=CC2N(O)N=NC=2C=1.[Cl:33][CH2:34][C:35]([NH:37]O)=[NH:36].C1C2C(C3ON=C(N)N=3)CN(C2)C1. The catalyst is CN(C=O)C. The product is [Cl:11][C:8]1[CH:9]=[CH:10][C:2]([F:1])=[C:3]([C:4]2[O:6][N:37]=[C:35]([CH2:34][Cl:33])[N:36]=2)[CH:7]=1. The yield is 0.560.